Predict the reaction yield, written as a fraction of the theoretical maximum amount of product (1.0 means a 100% yield; for example, 0.34 means a 34% yield). From a dataset of Reaction yield outcomes from USPTO patents with 853,638 reactions. (1) The yield is 0.631. No catalyst specified. The product is [Cl:1][C:2]1[N:3]=[C:4]([NH:21][C@@H:25]([CH:26]2[CH2:29][CH2:28]2)[CH3:27])[C:5]2[CH2:10][CH2:9][CH:8]([C:11]3[CH:16]=[CH:15][C:14]([F:17])=[CH:13][CH:12]=3)[C:6]=2[N:7]=1. The reactants are [Cl:1][C:2]1[N:3]=[C:4](Cl)[C:5]2[CH2:10][CH2:9][CH:8]([C:11]3[CH:16]=[CH:15][C:14]([F:17])=[CH:13][CH:12]=3)[C:6]=2[N:7]=1.CC[N:21]([CH:25]([CH3:27])[CH3:26])C(C)C.[CH2:28]1COC[CH2:29]1. (2) The reactants are C(O)C.[C:4]([C:7]1[CH:8]=[CH:9][C:10]([O:30]CC2C=CC=CC=2)=[C:11]([CH:29]=1)[C:12]([NH:14][C:15]1[CH:20]=[C:19]([C:21]([F:24])([F:23])[F:22])[CH:18]=[C:17]([C:25]([F:28])([F:27])[F:26])[CH:16]=1)=[O:13])(=[O:6])[CH3:5]. The product is [C:4]([C:7]1[CH:8]=[CH:9][C:10]([OH:30])=[C:11]([CH:29]=1)[C:12]([NH:14][C:15]1[CH:16]=[C:17]([C:25]([F:26])([F:27])[F:28])[CH:18]=[C:19]([C:21]([F:22])([F:23])[F:24])[CH:20]=1)=[O:13])(=[O:6])[CH3:5]. The yield is 0.470. The catalyst is [Pd].O1CCCC1. (3) The reactants are Cl[C:2]1[N:3]([C@@H:15]2[O:21][C@H:20]([CH2:22][OH:23])[C@@H:18]([OH:19])[C@H:16]2[OH:17])[C:4]2[C:9]([C:10]=1[CH:11]=[O:12])=[CH:8][C:7]([Cl:13])=[C:6]([Cl:14])[CH:5]=2.CO.C(Cl)(Cl)Cl.CO.O. The catalyst is C(N)(C)C.CO. The product is [Cl:13][C:7]1[CH:8]=[C:9]2[C:4](=[CH:5][C:6]=1[Cl:14])[N:3]([C@@H:15]1[O:21][C@H:20]([CH2:22][OH:23])[C@@H:18]([OH:19])[C@H:16]1[OH:17])[C:2]([NH:3][CH:4]([CH3:9])[CH3:5])=[C:10]2[CH:11]=[O:12]. The yield is 0.420. (4) The reactants are [N:1]([C@H:4]1[CH2:9][CH2:8][C@H:7]([NH:10][C:11]([O:13][C:14]([CH3:17])([CH3:16])[CH3:15])=[O:12])[CH:6]=[CH:5]1)=[N+]=[N-].C1(P(C2C=CC=CC=2)C2C=CC=CC=2)C=CC=CC=1. The catalyst is C1COCC1.O. The product is [NH2:1][C@H:4]1[CH2:9][CH2:8][C@H:7]([NH:10][C:11]([O:13][C:14]([CH3:17])([CH3:16])[CH3:15])=[O:12])[CH:6]=[CH:5]1. The yield is 0.310. (5) The reactants are N[C:2]1[C:7]([O:8][CH3:9])=[CH:6][C:5]([F:10])=[CH:4][C:3]=1[C:11](=[O:13])[CH3:12].N([O-])=O.[Na+].[BrH:18]. The catalyst is [Cu](Br)Br. The product is [Br:18][C:2]1[C:7]([O:8][CH3:9])=[CH:6][C:5]([F:10])=[CH:4][C:3]=1[C:11](=[O:13])[CH3:12]. The yield is 0.610. (6) The reactants are [CH:1]([C:3]1[CH:4]=[CH:5][CH:6]=[C:7]2[C:12]=1[CH:11]=[C:10]([OH:13])[CH:9]=[CH:8]2)=[CH2:2].N1C=CN=C1.Cl[Si:20]([CH:27]([CH3:29])[CH3:28])([CH:24]([CH3:26])[CH3:25])[CH:21]([CH3:23])[CH3:22].O. The catalyst is CN(C)C=O. The product is [CH:21]([Si:20]([CH:27]([CH3:29])[CH3:28])([CH:24]([CH3:26])[CH3:25])[O:13][C:10]1[CH:9]=[CH:8][C:7]2[C:12](=[C:3]([CH:1]=[CH2:2])[CH:4]=[CH:5][CH:6]=2)[CH:11]=1)([CH3:23])[CH3:22]. The yield is 0.630.